This data is from NCI-60 drug combinations with 297,098 pairs across 59 cell lines. The task is: Regression. Given two drug SMILES strings and cell line genomic features, predict the synergy score measuring deviation from expected non-interaction effect. Drug 1: CNC(=O)C1=CC=CC=C1SC2=CC3=C(C=C2)C(=NN3)C=CC4=CC=CC=N4. Drug 2: C1=NC(=NC(=O)N1C2C(C(C(O2)CO)O)O)N. Cell line: SN12C. Synergy scores: CSS=3.29, Synergy_ZIP=-2.80, Synergy_Bliss=-2.36, Synergy_Loewe=-2.14, Synergy_HSA=-1.69.